The task is: Regression. Given two drug SMILES strings and cell line genomic features, predict the synergy score measuring deviation from expected non-interaction effect.. This data is from NCI-60 drug combinations with 297,098 pairs across 59 cell lines. (1) Drug 1: CC1=CC2C(CCC3(C2CCC3(C(=O)C)OC(=O)C)C)C4(C1=CC(=O)CC4)C. Drug 2: CCN(CC)CCNC(=O)C1=C(NC(=C1C)C=C2C3=C(C=CC(=C3)F)NC2=O)C. Cell line: SN12C. Synergy scores: CSS=10.3, Synergy_ZIP=-0.574, Synergy_Bliss=3.55, Synergy_Loewe=3.41, Synergy_HSA=5.11. (2) Drug 1: CC1=C(N=C(N=C1N)C(CC(=O)N)NCC(C(=O)N)N)C(=O)NC(C(C2=CN=CN2)OC3C(C(C(C(O3)CO)O)O)OC4C(C(C(C(O4)CO)O)OC(=O)N)O)C(=O)NC(C)C(C(C)C(=O)NC(C(C)O)C(=O)NCCC5=NC(=CS5)C6=NC(=CS6)C(=O)NCCC[S+](C)C)O. Drug 2: CN(CC1=CN=C2C(=N1)C(=NC(=N2)N)N)C3=CC=C(C=C3)C(=O)NC(CCC(=O)O)C(=O)O. Cell line: SR. Synergy scores: CSS=81.5, Synergy_ZIP=-3.06, Synergy_Bliss=-4.07, Synergy_Loewe=-3.11, Synergy_HSA=-1.47.